From a dataset of Full USPTO retrosynthesis dataset with 1.9M reactions from patents (1976-2016). Predict the reactants needed to synthesize the given product. (1) Given the product [CH2:8]([NH:10][C:11]([N:5]1[CH2:4][CH:3]([CH2:1][CH3:2])[CH:7]=[N:6]1)=[S:12])[CH3:9], predict the reactants needed to synthesize it. The reactants are: [CH2:1]([CH:3]1[CH2:7][NH:6][N:5]=[CH:4]1)[CH3:2].[CH2:8]([N:10]=[C:11]=[S:12])[CH3:9]. (2) Given the product [ClH:24].[F:17][C:18]([F:29])([F:30])[O:19][C:20]1[CH:28]=[CH:27][CH:26]=[CH:25][C:21]=1[C:22]([NH:1][C:2]1[CH:7]=[CH:6][CH:5]=[C:4]([C:8]([CH:10]2[CH2:15][CH2:14][N:13]([CH3:16])[CH2:12][CH2:11]2)=[O:9])[N:3]=1)=[O:23], predict the reactants needed to synthesize it. The reactants are: [NH2:1][C:2]1[CH:7]=[CH:6][CH:5]=[C:4]([C:8]([CH:10]2[CH2:15][CH2:14][N:13]([CH3:16])[CH2:12][CH2:11]2)=[O:9])[N:3]=1.[F:17][C:18]([F:30])([F:29])[O:19][C:20]1[CH:28]=[CH:27][CH:26]=[CH:25][C:21]=1[C:22]([Cl:24])=[O:23]. (3) Given the product [F:1][C:2]1([F:9])[CH2:5][CH:4]([C:15]([CH3:16])([CH3:17])[C:22]#[N:20])[CH2:3]1, predict the reactants needed to synthesize it. The reactants are: [F:1][C:2]1([F:9])[CH2:5][CH:4](CC#N)[CH2:3]1.[Li+].CC([N-][CH:15]([CH3:17])[CH3:16])C.CI.[NH4+:20].[Cl-].[CH2:22]1COCC1. (4) The reactants are: Cl[C:2]1[CH:3]=[C:4]2[C:10]([C:11]3[N:16]=C(NC[C@@H]4CCCN(C(=O)CC)C4)C(F)=CN=3)=CN[C:5]2=N[CH:7]=1.C(#[N:32])C.C(=O)([O-])[O-].[K+].[K+]. Given the product [CH3:5][CH:4]1[CH2:3][CH:2]([NH2:32])[CH2:7][CH:11]([NH2:16])[CH2:10]1, predict the reactants needed to synthesize it. (5) Given the product [C:1]([O:4][CH2:5][CH2:6][C:7]1[C:12]([O:13][CH3:14])=[CH:11][CH:10]=[C:9]2[C:8]=1[O:15][C:21]([CH3:22])([CH3:37])[CH2:17][C:18]2=[O:20])(=[O:44])[CH3:2], predict the reactants needed to synthesize it. The reactants are: [C:1]([O:4][CH2:5][CH2:6][C:7]1[C:12]([O:13][CH3:14])=[CH:11][CH:10]=[CH:9][C:8]=1[OH:15])(=O)[CH3:2].C/[C:17](=[CH:21]\[CH3:22])/[C:18]([OH:20])=O.O=P12OP3(OP(OP(O3)(O1)=O)(=O)O2)=O.[C:37]1(C)C=CC=CC=1.[OH2:44].